This data is from Full USPTO retrosynthesis dataset with 1.9M reactions from patents (1976-2016). The task is: Predict the reactants needed to synthesize the given product. (1) The reactants are: C(=O)([O-])[O-].[Cs+].[Cs+].[NH:7]1[C:17]2[C:12](=[CH:13][CH:14]=[CH:15][CH:16]=2)[C:10](=[O:11])[C:8]1=[O:9].Br[CH2:19][C:20]1[O:21][C:22]([C:25]([F:28])([F:27])[F:26])=[CH:23][CH:24]=1. Given the product [F:26][C:25]([F:28])([F:27])[C:22]1[O:21][C:20]([CH2:19][N:7]2[C:17]3[C:12](=[CH:13][CH:14]=[CH:15][CH:16]=3)[C:10](=[O:11])[C:8]2=[O:9])=[CH:24][CH:23]=1, predict the reactants needed to synthesize it. (2) Given the product [Cl:27][C:28]1[CH:29]=[C:30]([CH:33]=[CH:34][CH:35]=1)[CH2:31][N:12]1[C:13]2[C:9](=[CH:8][CH:7]=[CH:6][C:5]=2[O:4][CH2:3][CH2:2][Cl:1])[C:10]([S:14]([C:17]2[C:26]3[C:21](=[CH:22][CH:23]=[CH:24][CH:25]=3)[CH:20]=[CH:19][CH:18]=2)(=[O:16])=[O:15])=[N:11]1, predict the reactants needed to synthesize it. The reactants are: [Cl:1][CH2:2][CH2:3][O:4][C:5]1[CH:6]=[CH:7][CH:8]=[C:9]2[C:13]=1[NH:12][N:11]=[C:10]2[S:14]([C:17]1[C:26]2[C:21](=[CH:22][CH:23]=[CH:24][CH:25]=2)[CH:20]=[CH:19][CH:18]=1)(=[O:16])=[O:15].[Cl:27][C:28]1[CH:29]=[C:30]([CH:33]=[CH:34][CH:35]=1)[CH2:31]Br.C(=O)([O-])[O-].[Cs+].[Cs+]. (3) Given the product [OH-:29].[NH4+:2].[CH:1]1[N:2]=[C:3]([NH:10][C:11]2[CH:12]=[C:13]([NH:17][C:25]([C:19]3[CH:24]=[CH:23][CH:22]=[CH:21][CH:20]=3)=[NH:26])[CH:14]=[CH:15][CH:16]=2)[N:4]2[CH:9]=[CH:8][CH:7]=[CH:6][C:5]=12, predict the reactants needed to synthesize it. The reactants are: [CH:1]1[N:2]=[C:3]([NH:10][C:11]2[CH:16]=[CH:15][CH:14]=[C:13]([NH2:17])[CH:12]=2)[N:4]2[CH:9]=[CH:8][CH:7]=[CH:6][C:5]=12.I.[C:19]1([C:25](SC)=[NH:26])[CH:24]=[CH:23][CH:22]=[CH:21][CH:20]=1.[OH-:29].[Na+]. (4) Given the product [O:1]=[C:2]([N:34]1[CH2:39][CH2:38][N:37]([C:46](=[O:51])[CH2:47][CH2:48][CH2:49][CH3:50])[CH2:36][CH2:35]1)[CH2:3][NH:4][C:5]([C:7]1[CH:11]=[C:10]([O:12][CH2:13][C:14]([N:16]2[CH2:20][CH2:19][CH2:18][C@H:17]2[C:21](=[O:27])[NH:22][CH:23]2[CH2:24][CH2:25][CH2:26]2)=[O:15])[N:9]([C:28]2[CH:29]=[CH:30][CH:31]=[CH:32][CH:33]=2)[N:8]=1)=[O:6], predict the reactants needed to synthesize it. The reactants are: [O:1]=[C:2]([N:34]1[CH2:39][CH2:38][NH:37][CH2:36][CH2:35]1)[CH2:3][NH:4][C:5]([C:7]1[CH:11]=[C:10]([O:12][CH2:13][C:14]([N:16]2[CH2:20][CH2:19][CH2:18][C@H:17]2[C:21](=[O:27])[NH:22][CH:23]2[CH2:26][CH2:25][CH2:24]2)=[O:15])[N:9]([C:28]2[CH:33]=[CH:32][CH:31]=[CH:30][CH:29]=2)[N:8]=1)=[O:6].N1C=CC=CC=1.[C:46](Cl)(=[O:51])[CH2:47][CH2:48][CH2:49][CH3:50]. (5) Given the product [Si:31]([O:34][CH2:35][CH2:36][O:37][CH2:38][CH2:39][O:20][C:17]1[CH:18]=[CH:19][C:14]([CH2:13][CH2:12][C:8]2[CH:9]=[N:10][C:11]3[C:6]([CH:7]=2)=[C:5]2[CH:22]=[CH:23][C:24]([CH3:26])=[CH:25][C:4]2=[N:3][C:2]=3[NH2:1])=[C:15]([CH3:21])[CH:16]=1)([C:27]([CH3:30])([CH3:29])[CH3:28])([CH3:33])[CH3:32], predict the reactants needed to synthesize it. The reactants are: [NH2:1][C:2]1[C:11]2[N:10]=[CH:9][C:8]([CH2:12][CH2:13][C:14]3[CH:19]=[CH:18][C:17]([OH:20])=[CH:16][C:15]=3[CH3:21])=[CH:7][C:6]=2[C:5]2[CH:22]=[CH:23][C:24]([CH3:26])=[CH:25][C:4]=2[N:3]=1.[C:27]([Si:31]([O:34][CH2:35][CH2:36][O:37][CH2:38][CH2:39]Cl)([CH3:33])[CH3:32])([CH3:30])([CH3:29])[CH3:28]. (6) Given the product [N+:1]([C:4]1[CH:5]=[C:6]([CH:12]=[CH:13][CH:14]=1)[CH:7]=[CH:8][C:9]([Cl:18])=[O:10])([O-:3])=[O:2], predict the reactants needed to synthesize it. The reactants are: [N+:1]([C:4]1[CH:5]=[C:6]([CH:12]=[CH:13][CH:14]=1)[CH:7]=[CH:8][C:9](O)=[O:10])([O-:3])=[O:2].C(Cl)(=O)C([Cl:18])=O. (7) Given the product [Si:1]([O:8][C:9]1[C:10]([F:24])=[C:11]([C:26]2[N:27]=[CH:28][C:29]([NH2:32])=[N:30][CH:31]=2)[CH:12]=[CH:13][C:14]=1[CH:15]1[CH2:20][CH2:19][CH2:18][CH2:17][CH2:16]1)([C:4]([CH3:7])([CH3:6])[CH3:5])([CH3:3])[CH3:2], predict the reactants needed to synthesize it. The reactants are: [Si:1]([O:8][C:9]1[C:10]([F:24])=[C:11](B(O)O)[CH:12]=[CH:13][C:14]=1[CH:15]1[CH2:20][CH2:19][CH2:18][CH2:17][CH2:16]1)([C:4]([CH3:7])([CH3:6])[CH3:5])([CH3:3])[CH3:2].Br[C:26]1[N:27]=[CH:28][C:29]([NH2:32])=[N:30][CH:31]=1.C([O-])([O-])=O.[K+].[K+].C(Cl)Cl.